From a dataset of NCI-60 drug combinations with 297,098 pairs across 59 cell lines. Regression. Given two drug SMILES strings and cell line genomic features, predict the synergy score measuring deviation from expected non-interaction effect. (1) Drug 1: CC1=C(C(=CC=C1)Cl)NC(=O)C2=CN=C(S2)NC3=CC(=NC(=N3)C)N4CCN(CC4)CCO. Drug 2: C1CN1C2=NC(=NC(=N2)N3CC3)N4CC4. Cell line: RPMI-8226. Synergy scores: CSS=37.9, Synergy_ZIP=0.639, Synergy_Bliss=-0.430, Synergy_Loewe=-7.45, Synergy_HSA=-6.26. (2) Drug 1: CCC1(CC2CC(C3=C(CCN(C2)C1)C4=CC=CC=C4N3)(C5=C(C=C6C(=C5)C78CCN9C7C(C=CC9)(C(C(C8N6C=O)(C(=O)OC)O)OC(=O)C)CC)OC)C(=O)OC)O.OS(=O)(=O)O. Drug 2: CC1=C(C(=O)C2=C(C1=O)N3CC4C(C3(C2COC(=O)N)OC)N4)N. Cell line: SN12C. Synergy scores: CSS=33.3, Synergy_ZIP=1.85, Synergy_Bliss=0.875, Synergy_Loewe=-9.74, Synergy_HSA=-3.74. (3) Synergy scores: CSS=60.4, Synergy_ZIP=-0.433, Synergy_Bliss=-1.47, Synergy_Loewe=-13.0, Synergy_HSA=0.528. Drug 1: CC1C(C(CC(O1)OC2CC(CC3=C2C(=C4C(=C3O)C(=O)C5=C(C4=O)C(=CC=C5)OC)O)(C(=O)CO)O)N)O.Cl. Cell line: DU-145. Drug 2: CN(CCCl)CCCl.Cl. (4) Drug 1: C1C(C(OC1N2C=NC3=C(N=C(N=C32)Cl)N)CO)O. Drug 2: CC(C)CN1C=NC2=C1C3=CC=CC=C3N=C2N. Cell line: CAKI-1. Synergy scores: CSS=32.9, Synergy_ZIP=1.09, Synergy_Bliss=1.25, Synergy_Loewe=-4.16, Synergy_HSA=1.33. (5) Drug 1: CC12CCC3C(C1CCC2=O)CC(=C)C4=CC(=O)C=CC34C. Cell line: SK-MEL-2. Synergy scores: CSS=52.4, Synergy_ZIP=2.28, Synergy_Bliss=6.14, Synergy_Loewe=4.62, Synergy_HSA=4.24. Drug 2: C1=CC=C(C(=C1)C(C2=CC=C(C=C2)Cl)C(Cl)Cl)Cl. (6) Drug 1: CS(=O)(=O)C1=CC(=C(C=C1)C(=O)NC2=CC(=C(C=C2)Cl)C3=CC=CC=N3)Cl. Drug 2: CC(C)CN1C=NC2=C1C3=CC=CC=C3N=C2N. Cell line: 786-0. Synergy scores: CSS=1.21, Synergy_ZIP=-0.802, Synergy_Bliss=2.64, Synergy_Loewe=1.69, Synergy_HSA=1.74. (7) Drug 1: CCC(=C(C1=CC=CC=C1)C2=CC=C(C=C2)OCCN(C)C)C3=CC=CC=C3.C(C(=O)O)C(CC(=O)O)(C(=O)O)O. Drug 2: CC(C)CN1C=NC2=C1C3=CC=CC=C3N=C2N. Cell line: SR. Synergy scores: CSS=0.562, Synergy_ZIP=-2.89, Synergy_Bliss=-5.96, Synergy_Loewe=-6.20, Synergy_HSA=-5.48.